This data is from Full USPTO retrosynthesis dataset with 1.9M reactions from patents (1976-2016). The task is: Predict the reactants needed to synthesize the given product. Given the product [CH2:1]([N:8]1[C:12]2[CH:13]=[C:14]([F:18])[C:15]([F:17])=[CH:16][C:11]=2[N:10]=[C:9]1[C:19]1[CH:24]=[CH:23][C:22]([Cl:25])=[CH:21][C:20]=1[O:26][CH2:28][CH:29]1[CH2:33][CH2:32][CH2:31][CH2:30]1)[C:2]1[CH:7]=[CH:6][CH:5]=[CH:4][CH:3]=1, predict the reactants needed to synthesize it. The reactants are: [CH2:1]([N:8]1[C:12]2[CH:13]=[C:14]([F:18])[C:15]([F:17])=[CH:16][C:11]=2[N:10]=[C:9]1[C:19]1[CH:24]=[CH:23][C:22]([Cl:25])=[CH:21][C:20]=1[OH:26])[C:2]1[CH:7]=[CH:6][CH:5]=[CH:4][CH:3]=1.Br[CH2:28][CH:29]1[CH2:33][CH2:32][CH2:31][CH2:30]1.